From a dataset of Full USPTO retrosynthesis dataset with 1.9M reactions from patents (1976-2016). Predict the reactants needed to synthesize the given product. (1) Given the product [CH3:22][S:23]([O:14][CH2:13][C:10]1([CH2:9][O:8][Si:1]([C:4]([CH3:7])([CH3:6])[CH3:5])([CH3:3])[CH3:2])[CH2:11][CH2:12]1)(=[O:25])=[O:24], predict the reactants needed to synthesize it. The reactants are: [Si:1]([O:8][CH2:9][C:10]1([CH2:13][OH:14])[CH2:12][CH2:11]1)([C:4]([CH3:7])([CH3:6])[CH3:5])([CH3:3])[CH3:2].C(N(CC)CC)C.[CH3:22][S:23](Cl)(=[O:25])=[O:24]. (2) The reactants are: [CH3:1][C:2]1[CH:7]=[C:6]([C:8](=O)[CH2:9][C@H:10]([C:18]2[CH:23]=[CH:22][C:21]([CH:24]3[CH2:27][N:26]([C:28]([O:30][C:31]([CH3:34])([CH3:33])[CH3:32])=[O:29])[CH2:25]3)=[CH:20][CH:19]=2)[C:11]2[CH:16]=[CH:15][CH:14]=[CH:13][C:12]=2[CH3:17])[CH:5]=[CH:4][N:3]=1.Cl.[NH2:37][OH:38].C(=O)([O-])O.[Na+]. Given the product [OH:38]/[N:37]=[C:8](/[C:6]1[CH:5]=[CH:4][N:3]=[C:2]([CH3:1])[CH:7]=1)\[CH2:9][C@H:10]([C:18]1[CH:19]=[CH:20][C:21]([CH:24]2[CH2:27][N:26]([C:28]([O:30][C:31]([CH3:34])([CH3:33])[CH3:32])=[O:29])[CH2:25]2)=[CH:22][CH:23]=1)[C:11]1[CH:16]=[CH:15][CH:14]=[CH:13][C:12]=1[CH3:17], predict the reactants needed to synthesize it. (3) Given the product [CH3:24][N:25]([CH3:34])[C:26]1[CH:33]=[CH:32][C:29]([C:30]2[NH:21][C:20]3[CH:19]=[CH:18][C:6]([NH:7][C:8](=[O:17])[C:9]4[CH:14]=[CH:13][C:12]([O:15][CH3:16])=[CH:11][CH:10]=4)=[CH:5][C:4]=3[N:1]=2)=[CH:28][CH:27]=1, predict the reactants needed to synthesize it. The reactants are: [N+:1]([C:4]1[CH:5]=[C:6]([CH:18]=[CH:19][C:20]=1[N+:21]([O-])=O)[NH:7][C:8](=[O:17])[C:9]1[CH:14]=[CH:13][C:12]([O:15][CH3:16])=[CH:11][CH:10]=1)([O-])=O.[CH3:24][N:25]([CH3:34])[C:26]1[CH:33]=[CH:32][C:29]([CH:30]=O)=[CH:28][CH:27]=1. (4) Given the product [CH3:1][C@@H:2]1[CH2:8][N:7]([CH2:9][CH2:10][CH2:11][N:12]2[CH2:17][CH2:16][CH2:15][CH2:14][CH2:13]2)[C:6](=[O:18])[CH2:5][CH2:4][N:3]1[C:24]1[CH:25]=[CH:20][CH:21]=[C:22]([O:26][C:27]([F:28])([F:29])[F:30])[CH:23]=1, predict the reactants needed to synthesize it. The reactants are: [CH3:1][C@@H:2]1[CH2:8][N:7]([CH2:9][CH2:10][CH2:11][N:12]2[CH2:17][CH2:16][CH2:15][CH2:14][CH2:13]2)[C:6](=[O:18])[CH2:5][CH2:4][NH:3]1.I[C:20]1[CH:25]=[CH:24][CH:23]=[C:22]([O:26][C:27]([F:30])([F:29])[F:28])[CH:21]=1.